This data is from Catalyst prediction with 721,799 reactions and 888 catalyst types from USPTO. The task is: Predict which catalyst facilitates the given reaction. (1) Reactant: [C:1]([N:4]1[CH2:9][CH2:8][CH:7]([NH:10]C(=O)OC(C)(C)C)[CH2:6][CH2:5]1)(=[O:3])[CH3:2].[ClH:18]. Product: [ClH:18].[C:1]([N:4]1[CH2:9][CH2:8][CH:7]([NH2:10])[CH2:6][CH2:5]1)(=[O:3])[CH3:2]. The catalyst class is: 269. (2) Reactant: [CH:1]1([C:4](Cl)=[O:5])[CH2:3][CH2:2]1.[CH3:7][O:8][C:9]1[CH:18]=[CH:17][CH:16]=[C:15]2[C:10]=1[CH:11]=[C:12]([C:20]1[CH:21]=[N:22][C:23]([N:26]3[CH2:31][CH2:30][NH:29][CH2:28][CH2:27]3)=[N:24][CH:25]=1)[NH:13][C:14]2=[O:19].C(N(CC)C(C)C)(C)C. Product: [CH:1]1([C:4]([N:29]2[CH2:28][CH2:27][N:26]([C:23]3[N:24]=[CH:25][C:20]([C:12]4[NH:13][C:14](=[O:19])[C:15]5[C:10]([CH:11]=4)=[C:9]([O:8][CH3:7])[CH:18]=[CH:17][CH:16]=5)=[CH:21][N:22]=3)[CH2:31][CH2:30]2)=[O:5])[CH2:3][CH2:2]1. The catalyst class is: 2. (3) Reactant: [CH3:1][C:2]1[N:6]([CH2:7][C:8]2[CH:13]=[CH:12][C:11]([CH3:14])=[CH:10][CH:9]=2)[N:5]=[C:4]([C:15]([NH2:17])=O)[CH:3]=1.C(N(CC)C(C)C)(C)C.FC(F)(F)S(OS(C(F)(F)F)(=O)=O)(=O)=O. Product: [CH3:1][C:2]1[N:6]([CH2:7][C:8]2[CH:13]=[CH:12][C:11]([CH3:14])=[CH:10][CH:9]=2)[N:5]=[C:4]([C:15]#[N:17])[CH:3]=1. The catalyst class is: 4. (4) Reactant: [Cl:1][C:2]1[CH:7]=[CH:6][C:5]([C:8]2([NH:11][C:12]3[N:17]=[C:16]([O:18][CH2:19][C:20]([F:23])([F:22])[F:21])[N:15]=[C:14]([NH:24][C:25]4[CH:33]=[CH:32][C:28]([C:29]([OH:31])=O)=[CH:27][CH:26]=4)[N:13]=3)[CH2:10][CH2:9]2)=[CH:4][CH:3]=1.CN(C(ON1N=NC2C=CC=CC1=2)=[N+](C)C)C.[B-](F)(F)(F)F.Cl.[NH2:57][C@@H:58]([CH2:62][NH:63][C:64]([NH2:66])=[NH:65])[C:59]([OH:61])=[O:60].CCN(C(C)C)C(C)C. Product: [Cl:1][C:2]1[CH:7]=[CH:6][C:5]([C:8]2([NH:11][C:12]3[N:17]=[C:16]([O:18][CH2:19][C:20]([F:21])([F:22])[F:23])[N:15]=[C:14]([NH:24][C:25]4[CH:33]=[CH:32][C:28]([C:29]([NH:57][C@@H:58]([CH2:62][NH:63][C:64]([NH2:66])=[NH:65])[C:59]([OH:61])=[O:60])=[O:31])=[CH:27][CH:26]=4)[N:13]=3)[CH2:10][CH2:9]2)=[CH:4][CH:3]=1. The catalyst class is: 3. (5) Reactant: [F:1][C:2]1[C:7]2[N:8]=C[S:10][C:6]=2[C:5]([OH:11])=[CH:4][CH:3]=1.O.NN. Product: [NH2:8][C:7]1[C:6]([SH:10])=[C:5]([OH:11])[CH:4]=[CH:3][C:2]=1[F:1]. The catalyst class is: 8.